Dataset: NCI-60 drug combinations with 297,098 pairs across 59 cell lines. Task: Regression. Given two drug SMILES strings and cell line genomic features, predict the synergy score measuring deviation from expected non-interaction effect. (1) Drug 1: CC1=C(C=C(C=C1)C(=O)NC2=CC(=CC(=C2)C(F)(F)F)N3C=C(N=C3)C)NC4=NC=CC(=N4)C5=CN=CC=C5. Drug 2: C1=CN(C=N1)CC(O)(P(=O)(O)O)P(=O)(O)O. Cell line: T-47D. Synergy scores: CSS=0.133, Synergy_ZIP=1.52, Synergy_Bliss=1.11, Synergy_Loewe=-1.09, Synergy_HSA=-0.339. (2) Drug 1: COC1=C(C=C2C(=C1)N=CN=C2NC3=CC(=C(C=C3)F)Cl)OCCCN4CCOCC4. Drug 2: N.N.Cl[Pt+2]Cl. Cell line: NCI-H460. Synergy scores: CSS=36.2, Synergy_ZIP=6.94, Synergy_Bliss=11.8, Synergy_Loewe=6.15, Synergy_HSA=10.9. (3) Drug 1: C1CN1C2=NC(=NC(=N2)N3CC3)N4CC4. Drug 2: C1C(C(OC1N2C=NC3=C2NC=NCC3O)CO)O. Cell line: SF-539. Synergy scores: CSS=41.6, Synergy_ZIP=2.15, Synergy_Bliss=2.44, Synergy_Loewe=-11.1, Synergy_HSA=0.305.